This data is from Full USPTO retrosynthesis dataset with 1.9M reactions from patents (1976-2016). The task is: Predict the reactants needed to synthesize the given product. Given the product [C:19]([O:18][C:17](=[O:23])[NH:16][CH:15]1[CH2:14][S:13][CH2:12][CH2:11][N:10]([CH2:28][C:27]2[CH:26]=[C:25]([F:24])[CH:32]=[C:31]([F:33])[CH:30]=2)[C:9]1=[O:8])([CH3:20])([CH3:22])[CH3:21], predict the reactants needed to synthesize it. The reactants are: [H-].[Na+].CN(C=O)C.[O:8]=[C:9]1[CH:15]([NH:16][C:17](=[O:23])[O:18][C:19]([CH3:22])([CH3:21])[CH3:20])[CH2:14][S:13][CH2:12][CH2:11][NH:10]1.[F:24][C:25]1[CH:26]=[C:27]([CH:30]=[C:31]([F:33])[CH:32]=1)[CH2:28]Br.